Dataset: Full USPTO retrosynthesis dataset with 1.9M reactions from patents (1976-2016). Task: Predict the reactants needed to synthesize the given product. (1) Given the product [F:23][C:24]([F:29])([F:28])[C:25]([OH:27])=[O:26].[F:22][C:19]1[CH:20]=[CH:21][C:10]2[CH2:9][NH:8][CH2:17][C:16]3[N:12]([CH:13]=[N:14][N:15]=3)[C:11]=2[CH:18]=1, predict the reactants needed to synthesize it. The reactants are: C(OC([N:8]1[CH2:17][C:16]2[N:12]([CH:13]=[N:14][N:15]=2)[C:11]2[CH:18]=[C:19]([F:22])[CH:20]=[CH:21][C:10]=2[CH2:9]1)=O)(C)(C)C.[F:23][C:24]([F:29])([F:28])[C:25]([OH:27])=[O:26].CO. (2) Given the product [C:16]1([C:22]2[N:23]=[C:24]([N:27]3[CH2:32][CH2:31][N:30]([C:8]([NH:7][C:4]4[CH:5]=[CH:6][N:1]=[N:2][CH:3]=4)=[O:15])[CH2:29][CH2:28]3)[S:25][CH:26]=2)[CH:17]=[CH:18][CH:19]=[CH:20][CH:21]=1, predict the reactants needed to synthesize it. The reactants are: [N:1]1[CH:6]=[CH:5][C:4]([NH:7][C:8](=[O:15])OCC(Cl)(Cl)Cl)=[CH:3][N:2]=1.[C:16]1([C:22]2[N:23]=[C:24]([N:27]3[CH2:32][CH2:31][NH:30][CH2:29][CH2:28]3)[S:25][CH:26]=2)[CH:21]=[CH:20][CH:19]=[CH:18][CH:17]=1.C(N(C(C)C)CC)(C)C.CS(C)=O. (3) Given the product [F:19][C:20]1[CH:21]=[C:22]2[C:26](=[CH:27][CH:28]=1)[NH:25][C:24]([CH:11]([C:12]1[CH:17]=[CH:16][CH:15]=[CH:14][CH:13]=1)[C:3]1[C:4](=[O:10])[NH:5][CH:6]([CH:7]([CH3:9])[CH3:8])[C:2]=1[OH:1])=[C:23]2[CH3:29], predict the reactants needed to synthesize it. The reactants are: [OH:1][C:2]1[CH:6]([CH:7]([CH3:9])[CH3:8])[NH:5][C:4](=[O:10])[CH:3]=1.[CH:11](=O)[C:12]1[CH:17]=[CH:16][CH:15]=[CH:14][CH:13]=1.[F:19][C:20]1[CH:21]=[C:22]2[C:26](=[CH:27][CH:28]=1)[NH:25][CH:24]=[C:23]2[CH3:29]. (4) Given the product [Br:1][C:2]1[N:7]=[C:6]([C:8]([NH:10][C:11]2[C:16]([CH:17]([CH3:18])[CH3:19])=[CH:15][CH:14]=[CH:13][C:12]=2[CH:20]([CH3:22])[CH3:21])([CH3:23])[CH3:9])[CH:5]=[CH:4][CH:3]=1, predict the reactants needed to synthesize it. The reactants are: [Br:1][C:2]1[N:7]=[C:6](/[C:8](=[N:10]/[C:11]2[C:16]([CH:17]([CH3:19])[CH3:18])=[CH:15][CH:14]=[CH:13][C:12]=2[CH:20]([CH3:22])[CH3:21])/[CH3:9])[CH:5]=[CH:4][CH:3]=1.[CH3:23][Al](C)C.[OH-].[K+]. (5) Given the product [CH2:1]([O:3][C:4]([C:6]1[CH:14]=[C:13]2[C:9]([CH:10]=[CH:11][N:12]2[CH2:21][C:20]2[CH:23]=[CH:24][C:17]([O:16][CH3:15])=[CH:18][CH:19]=2)=[CH:8][CH:7]=1)=[O:5])[CH3:2], predict the reactants needed to synthesize it. The reactants are: [CH2:1]([O:3][C:4]([C:6]1[CH:14]=[C:13]2[C:9]([CH:10]=[CH:11][NH:12]2)=[CH:8][CH:7]=1)=[O:5])[CH3:2].[CH3:15][O:16][C:17]1[CH:24]=[CH:23][C:20]([CH2:21]Br)=[CH:19][CH:18]=1.C(=O)([O-])[O-].[K+].[K+]. (6) The reactants are: [Cl:1][C:2]1[CH:7]=[CH:6][C:5]([CH:8]2[N:12]([C:13]3[CH:14]=[C:15]([CH3:23])[C:16]4[N:17]([C:19]([CH3:22])=[N:20][N:21]=4)[CH:18]=3)[C:11](=[O:24])[CH:10]([C:25]([CH:27]3[CH2:29][CH2:28]3)=O)[C:9]2=O)=[CH:4][CH:3]=1.[CH3:31][NH:32][NH2:33]. Given the product [Cl:1][C:2]1[CH:7]=[CH:6][C:5]([CH:8]2[C:9]3[N:32]([CH3:31])[N:33]=[C:25]([CH:27]4[CH2:28][CH2:29]4)[C:10]=3[C:11](=[O:24])[N:12]2[C:13]2[CH:14]=[C:15]([CH3:23])[C:16]3[N:17]([C:19]([CH3:22])=[N:20][N:21]=3)[CH:18]=2)=[CH:4][CH:3]=1, predict the reactants needed to synthesize it. (7) Given the product [C:1]([NH:5][C:6]([C:8]1[CH:12]=[C:11]([C:13]2[CH:18]=[CH:17][CH:16]=[CH:15][N:14]=2)[N:10]([C:19]2[CH:20]=[N:21][C:22]([OH:25])=[CH:23][CH:24]=2)[N:9]=1)=[O:7])([CH3:4])([CH3:2])[CH3:3], predict the reactants needed to synthesize it. The reactants are: [C:1]([NH:5][C:6]([C:8]1[CH:12]=[C:11]([C:13]2[CH:18]=[CH:17][CH:16]=[CH:15][N:14]=2)[N:10]([C:19]2[CH:20]=[N:21][C:22]([O:25]C)=[CH:23][CH:24]=2)[N:9]=1)=[O:7])([CH3:4])([CH3:3])[CH3:2].Cl. (8) Given the product [Cl:1][C:2]1[CH:3]=[CH:4][C:5]([O:6][C:7]([N:9]([CH3:22])[C@H:10]2[CH2:11][CH2:12][C@H:13]([CH2:16][S:27][C:25](=[O:28])[CH3:26])[CH2:14][CH2:15]2)=[O:8])=[CH:23][CH:24]=1, predict the reactants needed to synthesize it. The reactants are: [Cl:1][C:2]1[CH:24]=[CH:23][C:5]([O:6][C:7]([N:9]([CH3:22])[C@H:10]2[CH2:15][CH2:14][C@H:13]([CH2:16]OS(C)(=O)=O)[CH2:12][CH2:11]2)=[O:8])=[CH:4][CH:3]=1.[C:25]([O-:28])(=[S:27])[CH3:26].[K+]. (9) Given the product [Cl:1][C:2]1[CH:7]=[C:6]([CH2:8][N:9]2[C:14]([O:15][C:16]3[CH:17]=[C:18]([CH:19]=[CH:42][C:40]#[N:41])[CH:21]=[C:22]([CH3:24])[CH:23]=3)=[C:13]([CH:25]([CH3:27])[CH3:26])[C:12](=[O:28])[NH:11][C:10]2=[O:29])[CH:5]=[C:4]([NH:30][CH2:31][C:32]2[CH:33]=[CH:34][C:35]([O:38][CH3:39])=[CH:36][CH:37]=2)[N:3]=1, predict the reactants needed to synthesize it. The reactants are: [Cl:1][C:2]1[CH:7]=[C:6]([CH2:8][N:9]2[C:14]([O:15][C:16]3[CH:17]=[C:18]([CH:21]=[C:22]([CH3:24])[CH:23]=3)[CH:19]=O)=[C:13]([CH:25]([CH3:27])[CH3:26])[C:12](=[O:28])[NH:11][C:10]2=[O:29])[CH:5]=[C:4]([NH:30][CH2:31][C:32]2[CH:37]=[CH:36][C:35]([O:38][CH3:39])=[CH:34][CH:33]=2)[N:3]=1.[C:40]([CH2:42]P(=O)(OCC)OCC)#[N:41].CC(C)([O-])C.[K+].